From a dataset of Reaction yield outcomes from USPTO patents with 853,638 reactions. Predict the reaction yield, written as a fraction of the theoretical maximum amount of product (1.0 means a 100% yield; for example, 0.34 means a 34% yield). (1) The reactants are [CH3:1][C:2]1([CH3:29])[O:7][CH2:6][CH:5]([CH2:8][O:9][C:10]2[C:15]([CH3:16])=[CH:14][N:13]=[C:12]([CH2:17][S:18][C:19]3[NH:23][C:22]4[CH:24]=[CH:25][CH:26]=[CH:27][C:21]=4[N:20]=3)[C:11]=2[CH3:28])[CH2:4][O:3]1.O.C(N(CC)C(C)C)(C)C.[O-]O.C1(C(C)C)C=CC=CC=1.C(=O)([O-])[OH:52].[Na+]. The catalyst is C1(C)C=CC=CC=1.CC(C)[O-].[Ti+4].CC(C)[O-].CC(C)[O-].CC(C)[O-]. The product is [CH3:1][C:2]1([CH3:29])[O:3][CH2:4][CH:5]([CH2:8][O:9][C:10]2[C:15]([CH3:16])=[CH:14][N:13]=[C:12]([CH2:17][S@@:18]([C:19]3[NH:20][C:21]4[CH:27]=[CH:26][CH:25]=[CH:24][C:22]=4[N:23]=3)=[O:52])[C:11]=2[CH3:28])[CH2:6][O:7]1. The yield is 0.844. (2) The reactants are [CH3:1][O:2][C:3]1[CH:8]=[CH:7][C:6]([CH2:9][C:10]#[N:11])=[CH:5][CH:4]=1.[Na].[C:13](OCC)(=[O:15])[CH3:14]. No catalyst specified. The product is [CH3:1][O:2][C:3]1[CH:8]=[CH:7][C:6]([CH:9]([C:13](=[O:15])[CH3:14])[C:10]#[N:11])=[CH:5][CH:4]=1. The yield is 0.950.